Task: Predict the reactants needed to synthesize the given product.. Dataset: Full USPTO retrosynthesis dataset with 1.9M reactions from patents (1976-2016) (1) Given the product [C:7]([O:11][C:12]([N:13]([S:14]([C:17]1[CH:18]=[CH:19][C:20]([N:23]2[C:27]([C:28]3[CH:29]=[CH:30][C:31]([CH3:34])=[CH:32][CH:33]=3)=[CH:26][C:25]([C:35]([F:37])([F:38])[F:36])=[N:24]2)=[CH:21][CH:22]=1)(=[O:15])=[O:16])[CH2:41][C:42]([O:44][C:45]([CH3:48])([CH3:47])[CH3:46])=[O:43])=[O:39])([CH3:10])([CH3:8])[CH3:9], predict the reactants needed to synthesize it. The reactants are: C(=O)([O-])[O-].[K+].[K+].[C:7]([O:11][C:12](=[O:39])[NH:13][S:14]([C:17]1[CH:22]=[CH:21][C:20]([N:23]2[C:27]([C:28]3[CH:33]=[CH:32][C:31]([CH3:34])=[CH:30][CH:29]=3)=[CH:26][C:25]([C:35]([F:38])([F:37])[F:36])=[N:24]2)=[CH:19][CH:18]=1)(=[O:16])=[O:15])([CH3:10])([CH3:9])[CH3:8].Br[CH2:41][C:42]([O:44][C:45]([CH3:48])([CH3:47])[CH3:46])=[O:43].O. (2) Given the product [Si:1]([O:8][CH2:9][C:10](=[CH2:14])[C:11]([NH:30][C:29]1[CH:31]=[CH:32][CH:33]=[C:27]([C:23]([CH3:26])([CH3:24])[CH3:25])[CH:28]=1)=[O:12])([C:4]([CH3:7])([CH3:6])[CH3:5])([CH3:2])[CH3:3], predict the reactants needed to synthesize it. The reactants are: [Si:1]([O:8][CH2:9]/[C:10](=[CH:14]\C1C=CC=C(OC)C=1)/[C:11](O)=[O:12])([C:4]([CH3:7])([CH3:6])[CH3:5])([CH3:3])[CH3:2].[C:23]([C:27]1[CH:28]=[C:29]([CH:31]=[CH:32][CH:33]=1)[NH2:30])([CH3:26])([CH3:25])[CH3:24].